Dataset: Catalyst prediction with 721,799 reactions and 888 catalyst types from USPTO. Task: Predict which catalyst facilitates the given reaction. (1) Reactant: C[O:2][C:3](=[O:40])[C:4]1[CH:9]=[CH:8][C:7]([NH:10][C:11](=[O:35])[CH:12]([C:19]2[N:20]([C:28]3[CH:33]=[CH:32][C:31]([Cl:34])=[CH:30][CH:29]=3)[N:21]=[C:22]3[C:27]=2[CH2:26][CH2:25][CH2:24][CH2:23]3)[CH:13]2[CH2:18][CH2:17][CH2:16][CH2:15][CH2:14]2)=[C:6]([C:36]([F:39])([F:38])[F:37])[CH:5]=1.[OH-].[Li+]. Product: [Cl:34][C:31]1[CH:32]=[CH:33][C:28]([N:20]2[C:19]([CH:12]([CH:13]3[CH2:18][CH2:17][CH2:16][CH2:15][CH2:14]3)[C:11]([NH:10][C:7]3[CH:8]=[CH:9][C:4]([C:3]([OH:40])=[O:2])=[CH:5][C:6]=3[C:36]([F:38])([F:37])[F:39])=[O:35])=[C:27]3[C:22]([CH2:23][CH2:24][CH2:25][CH2:26]3)=[N:21]2)=[CH:29][CH:30]=1. The catalyst class is: 36. (2) Reactant: Br[CH2:2][C:3]1[CH:12]=[CH:11][C:6]([C:7]([O:9][CH3:10])=[O:8])=[CH:5][CH:4]=1.[O:13]=[C:14]1[NH:19][CH2:18][CH2:17][N:16]([C:20]([O:22][C:23]([CH3:26])([CH3:25])[CH3:24])=[O:21])[CH2:15]1.C(=O)([O-])[O-].[Cs+].[Cs+]. Product: [CH3:10][O:9][C:7]([C:6]1[CH:11]=[CH:12][C:3]([CH2:2][N:19]2[CH2:18][CH2:17][N:16]([C:20]([O:22][C:23]([CH3:25])([CH3:24])[CH3:26])=[O:21])[CH2:15][C:14]2=[O:13])=[CH:4][CH:5]=1)=[O:8]. The catalyst class is: 3. (3) Reactant: [C:1]([O:5][C:6](=[O:35])[NH:7][C:8]1[C:12]2[CH:13]=[C:14]([CH2:17][O:18][C:19]3[CH:24]=[CH:23][C:22]([C:25]4[CH:30]=[C:29]([F:31])[C:28]([F:32])=[CH:27][C:26]=4[O:33][CH3:34])=[CH:21][CH:20]=3)[CH:15]=[CH:16][C:11]=2[O:10][N:9]=1)([CH3:4])([CH3:3])[CH3:2].CN(C)C=O.C[Si]([N-][Si](C)(C)C)(C)C.[Li+].Br[CH2:52][CH2:53][O:54][CH3:55]. Product: [C:1]([O:5][C:6](=[O:35])[N:7]([C:8]1[C:12]2[CH:13]=[C:14]([CH2:17][O:18][C:19]3[CH:20]=[CH:21][C:22]([C:25]4[CH:30]=[C:29]([F:31])[C:28]([F:32])=[CH:27][C:26]=4[O:33][CH3:34])=[CH:23][CH:24]=3)[CH:15]=[CH:16][C:11]=2[O:10][N:9]=1)[CH2:52][CH2:53][O:54][CH3:55])([CH3:4])([CH3:3])[CH3:2]. The catalyst class is: 16. (4) Reactant: [CH3:1][NH:2][C:3]1[CH:8]=[CH:7][C:6]([C:9]2[N:10]=[C:11]([N:29]3[CH2:34][CH2:33][O:32][CH2:31][CH2:30]3)[C:12]3[S:17][C:16]([CH2:18][N:19]4[CH2:24][CH2:23][N:22](S(C)(=O)=O)[CH2:21][CH2:20]4)=[CH:15][C:13]=3[N:14]=2)=[CH:5][N:4]=1.[C:35](Cl)(=[O:37])[CH3:36].CCN(CC)CC.O.C(Cl)Cl. Product: [CH3:1][N:2]([C:3]1[CH:8]=[CH:7][C:6]([C:9]2[N:10]=[C:11]([N:29]3[CH2:34][CH2:33][O:32][CH2:31][CH2:30]3)[C:12]3[S:17][C:16]([CH2:18][N:19]4[CH2:24][CH2:23][NH:22][CH2:21][CH2:20]4)=[CH:15][C:13]=3[N:14]=2)=[CH:5][N:4]=1)[C:35](=[O:37])[CH3:36]. The catalyst class is: 2. (5) Reactant: C1(P(C2C=CC=CC=2)C2C=CC=CC=2)C=CC=CC=1.[CH2:20]([C:22]1[C:26]([CH2:27][OH:28])=[C:25]([CH3:29])[O:24][N:23]=1)[CH3:21].O[C:31]1[CH:36]=[CH:35][C:34]([CH2:37][C:38]([NH:40][CH:41]([C:49]2[CH:54]=[CH:53][CH:52]=[CH:51][CH:50]=2)[C:42]2[CH:47]=[CH:46][CH:45]=[CH:44][C:43]=2[CH3:48])=[O:39])=[CH:33][CH:32]=1.CC(OC(/N=N/C(OC(C)C)=O)=O)C. Product: [CH2:20]([C:22]1[C:26]([CH2:27][O:28][C:31]2[CH:32]=[CH:33][C:34]([CH2:37][C:38]([NH:40][CH:41]([C:49]3[CH:54]=[CH:53][CH:52]=[CH:51][CH:50]=3)[C:42]3[CH:47]=[CH:46][CH:45]=[CH:44][C:43]=3[CH3:48])=[O:39])=[CH:35][CH:36]=2)=[C:25]([CH3:29])[O:24][N:23]=1)[CH3:21]. The catalyst class is: 1. (6) Reactant: [CH3:1][N:2]1[CH2:7][CH2:6][NH:5][CH2:4][CH2:3]1.[OH-].[Na+].[CH3:10][N:11]1[C:19]2[C:18](=[O:20])[N:17]=[C:16]([C:21]3[CH:22]=[C:23]([S:30](Cl)(=[O:32])=[O:31])[CH:24]=[CH:25][C:26]=3[O:27][CH2:28][CH3:29])[NH:15][C:14]=2[C:13]([CH2:34][CH2:35][CH3:36])=[N:12]1. Product: [CH3:36][CH2:35][CH2:34][C:13]1[C:14]2[N:15]=[C:16]([C:21]3[CH:22]=[C:23]([S:30]([N:5]4[CH2:6][CH2:7][N:2]([CH3:1])[CH2:3][CH2:4]4)(=[O:31])=[O:32])[CH:24]=[CH:25][C:26]=3[O:27][CH2:28][CH3:29])[NH:17][C:18](=[O:20])[C:19]=2[N:11]([CH3:10])[N:12]=1. The catalyst class is: 21. (7) Reactant: [CH2:1]([N:3]1[C:7]2[NH:8][CH2:9][CH2:10][S:11][CH:12]([C:13]3[CH:21]=[CH:20][C:16]([C:17](O)=[O:18])=[CH:15][C:14]=3[CH3:22])[C:6]=2[C:5]([C:23]2[CH:28]=[CH:27][CH:26]=[CH:25][N:24]=2)=[N:4]1)[CH3:2].S(Cl)([Cl:31])=O.CN(C=O)C. Product: [CH2:1]([N:3]1[C:7]2[NH:8][CH2:9][CH2:10][S:11][CH:12]([C:13]3[CH:21]=[CH:20][C:16]([C:17]([Cl:31])=[O:18])=[CH:15][C:14]=3[CH3:22])[C:6]=2[C:5]([C:23]2[CH:28]=[CH:27][CH:26]=[CH:25][N:24]=2)=[N:4]1)[CH3:2]. The catalyst class is: 2. (8) Reactant: [CH2:1]([O:3][C:4]([C:6]1[CH:7]=[N:8][N:9]([C:11]2[N:15]([CH2:16][O:17][CH2:18][CH2:19][O:20][CH3:21])[C:14]3[CH:22]=[C:23]([S:30][CH2:31][CH3:32])[C:24]([C:26]([F:29])([F:28])[F:27])=[CH:25][C:13]=3[N:12]=2)[CH:10]=1)=[O:5])[CH3:2].CO.[OH:35]OS([O-])=O.[K+].S([O-])(O[O-])(=O)=O.[K+].[K+]. The catalyst class is: 238. Product: [CH2:1]([O:3][C:4]([C:6]1[CH:7]=[N:8][N:9]([C:11]2[N:15]([CH2:16][O:17][CH2:18][CH2:19][O:20][CH3:21])[C:14]3[CH:22]=[C:23]([S:30]([CH2:31][CH3:32])=[O:35])[C:24]([C:26]([F:29])([F:27])[F:28])=[CH:25][C:13]=3[N:12]=2)[CH:10]=1)=[O:5])[CH3:2]. (9) Reactant: CN(C([O:8]N1N=NC2C=CC=CC1=2)=[N+](C)C)C.[B-](F)(F)(F)F.C(N([CH2:28][CH3:29])CC)C.[OH:30][CH2:31][C:32]([N:34]([CH3:36])[CH3:35])=[O:33].[O:37]=[C:38]1[N:44]([CH:45]2[CH2:50][CH2:49][N:48]([C:51]([O:53][C@H:54]([CH2:73][C:74]3[CH:79]=[C:78]([C:80]([F:83])([F:82])[F:81])[C:77]([NH2:84])=[C:76]([Cl:85])[CH:75]=3)[C:55]([N:57]3[CH2:62][CH2:61][CH:60]([CH:63]4[CH2:68][CH2:67][N:66](CC(O)=O)[CH2:65][CH2:64]4)[CH2:59][CH2:58]3)=[O:56])=[O:52])[CH2:47][CH2:46]2)[CH2:43][CH2:42][C:41]2[CH:86]=[CH:87][CH:88]=[CH:89][C:40]=2[NH:39]1. Product: [O:37]=[C:38]1[N:44]([CH:45]2[CH2:50][CH2:49][N:48]([C:51]([O:53][C@H:54]([CH2:73][C:74]3[CH:79]=[C:78]([C:80]([F:81])([F:83])[F:82])[C:77]([NH2:84])=[C:76]([Cl:85])[CH:75]=3)[C:55]([N:57]3[CH2:58][CH2:59][CH:60]([CH:63]4[CH2:68][CH2:67][N:66]([O:30][CH2:31][C:32](=[O:33])[N:34]([CH3:36])[CH3:35])[CH2:65][CH2:64]4)[CH2:61][CH:62]3[CH:29]=[C:28]=[O:8])=[O:56])=[O:52])[CH2:47][CH2:46]2)[CH2:43][CH2:42][C:41]2[CH:86]=[CH:87][CH:88]=[CH:89][C:40]=2[NH:39]1. The catalyst class is: 3.